From a dataset of Catalyst prediction with 721,799 reactions and 888 catalyst types from USPTO. Predict which catalyst facilitates the given reaction. (1) Product: [CH3:1][O:2][C:3]1[CH:4]=[C:5]2[C:10](=[CH:11][CH:12]=1)[C:9]([O:13][C:14]1[CH:43]=[CH:42][C:39]([CH:40]=[O:41])=[CH:38][CH:37]=1)=[C:8]([C:17]1[CH:22]=[CH:21][CH:20]=[C:19]([C:23]([F:26])([F:25])[F:24])[CH:18]=1)[C:7]([CH3:27])=[CH:6]2. The catalyst class is: 3. Reactant: [CH3:1][O:2][C:3]1[CH:4]=[C:5]2[C:10](=[CH:11][CH:12]=1)[C:9]([O:13][CH2:14]OC)=[C:8]([C:17]1[CH:22]=[CH:21][CH:20]=[C:19]([C:23]([F:26])([F:25])[F:24])[CH:18]=1)[C:7]([CH3:27])=[CH:6]2.Cl.O1CCOCC1.FC1[CH:43]=[CH:42][C:39]([CH:40]=[O:41])=[CH:38][CH:37]=1.C([O-])([O-])=O.[Cs+].[Cs+]. (2) Reactant: [I:1][C:2]1[CH:7]=[CH:6][C:5]([CH2:8][NH2:9])=[CH:4][CH:3]=1.Cl[C:11]([O:13][CH2:14][C:15]1[CH:20]=[CH:19][CH:18]=[CH:17][CH:16]=1)=[O:12].C([O-])([O-])=O.[K+].[K+]. Product: [I:1][C:2]1[CH:7]=[CH:6][C:5]([CH2:8][NH:9][C:11](=[O:12])[O:13][CH2:14][C:15]2[CH:20]=[CH:19][CH:18]=[CH:17][CH:16]=2)=[CH:4][CH:3]=1. The catalyst class is: 30. (3) Reactant: [Cl:1][C:2]1[CH:3]=[C:4]([N:22]([CH3:29])[CH:23]2[CH2:28][CH2:27][NH:26][CH2:25][CH2:24]2)[C:5]([CH3:21])=[C:6]([CH:20]=1)[C:7]([NH:9][CH2:10][C:11]1[C:12](=[O:19])[NH:13][C:14]([CH3:18])=[CH:15][C:16]=1[CH3:17])=[O:8].C=O.[C:32]([BH3-])#N.[Na+]. Product: [Cl:1][C:2]1[CH:3]=[C:4]([N:22]([CH3:29])[CH:23]2[CH2:28][CH2:27][N:26]([CH3:32])[CH2:25][CH2:24]2)[C:5]([CH3:21])=[C:6]([CH:20]=1)[C:7]([NH:9][CH2:10][C:11]1[C:12](=[O:19])[NH:13][C:14]([CH3:18])=[CH:15][C:16]=1[CH3:17])=[O:8]. The catalyst class is: 5. (4) Reactant: [F:1][C:2]1[CH:3]=[C:4]2[C:8](=[CH:9][CH:10]=1)[NH:7][C:6](=[O:11])/[C:5]/2=[CH:12]\[C:13]1[NH:17][C:16]([CH3:18])=[C:15]([C:19](O)=[O:20])[C:14]=1[CH3:22].Cl.C(N=C=NCCCN(C)C)C.OC1C2N=NNC=2C=CC=1.C(N(CC)CC)C.[NH2:52][C:53]1[CH:58]=[CH:57][CH:56]=[CH:55][C:54]=1[NH:59][C:60](=[O:72])[C:61]1[CH:66]=[CH:65][C:64]([NH:67][CH2:68][CH2:69][CH2:70][NH2:71])=[N:63][CH:62]=1. The catalyst class is: 650. Product: [NH2:52][C:53]1[CH:58]=[CH:57][CH:56]=[CH:55][C:54]=1[NH:59][C:60](=[O:72])[C:61]1[CH:66]=[CH:65][C:64]([NH:67][CH2:68][CH2:69][CH2:70][NH:71][C:19]([C:15]2[C:14]([CH3:22])=[C:13](/[CH:12]=[C:5]3\[C:6](=[O:11])[NH:7][C:8]4[C:4]\3=[CH:3][C:2]([F:1])=[CH:10][CH:9]=4)[NH:17][C:16]=2[CH3:18])=[O:20])=[N:63][CH:62]=1. (5) Reactant: NC1C(C(O)=O)=CC(Cl)=NC=1.C(OC(=O)C)(=O)C.[Cl:19][C:20]1[N:38]=[CH:37][C:23]2[N:24]=[C:25]([CH3:36])[N:26]([C:29]3[CH:34]=[CH:33][C:32]([OH:35])=[CH:31][CH:30]=3)[C:27](=[O:28])[C:22]=2[CH:21]=1.Br.Br[CH2:41][CH2:42][CH2:43][N:44]1[CH2:49][CH2:48][CH2:47][CH2:46][CH2:45]1.C(=O)([O-])[O-].[K+].[K+]. Product: [Cl:19][C:20]1[N:38]=[CH:37][C:23]2[N:24]=[C:25]([CH3:36])[N:26]([C:29]3[CH:30]=[CH:31][C:32]([O:35][CH2:41][CH2:42][CH2:43][N:44]4[CH2:49][CH2:48][CH2:47][CH2:46][CH2:45]4)=[CH:33][CH:34]=3)[C:27](=[O:28])[C:22]=2[CH:21]=1. The catalyst class is: 9. (6) Reactant: C[O-].[Na+].C(OC)=O.[CH3:8][C:9]([S:12]([NH:15][C@@H:16]1[CH2:21][CH2:20][C@H:19]([C:22]([O:24][CH3:25])=[O:23])[CH2:18][CH2:17]1)(=[O:14])=[O:13])([CH3:11])[CH3:10].Cl. Product: [CH3:11][C:9]([S:12]([NH:15][C@H:16]1[CH2:21][CH2:20][C@H:19]([C:22]([O:24][CH3:25])=[O:23])[CH2:18][CH2:17]1)(=[O:14])=[O:13])([CH3:8])[CH3:10]. The catalyst class is: 11. (7) Reactant: [Br:1][C:2]1[CH:3]=[C:4]([CH:12]([CH2:18][CH:19]([CH3:21])[CH3:20])[C:13]([O:15][CH2:16][CH3:17])=[O:14])[CH:5]=[C:6]([N+:9]([O-:11])=[O:10])[C:7]=1[OH:8].C([O-])([O-])=O.[Cs+].[Cs+].[CH:28]1([CH2:31]Br)[CH2:30][CH2:29]1.O. Product: [Br:1][C:2]1[CH:3]=[C:4]([CH:12]([CH2:18][CH:19]([CH3:20])[CH3:21])[C:13]([O:15][CH2:16][CH3:17])=[O:14])[CH:5]=[C:6]([N+:9]([O-:11])=[O:10])[C:7]=1[O:8][CH2:31][CH:28]1[CH2:30][CH2:29]1. The catalyst class is: 16. (8) Reactant: [C:1]([O:5][C:6]([NH:8][C:9]1[CH:10]=[C:11]([CH:15]=[C:16]([S:18]([CH3:21])(=[O:20])=[O:19])[CH:17]=1)[C:12]([OH:14])=O)=[O:7])([CH3:4])([CH3:3])[CH3:2].C(N1C=CN=C1)(N1C=CN=C1)=O.C(N(CC)CC)C.[CH3:41][NH:42][O:43][CH3:44]. Product: [C:1]([O:5][C:6](=[O:7])[NH:8][C:9]1[CH:10]=[C:11]([C:12](=[O:14])[N:42]([O:43][CH3:44])[CH3:41])[CH:15]=[C:16]([S:18]([CH3:21])(=[O:20])=[O:19])[CH:17]=1)([CH3:2])([CH3:3])[CH3:4]. The catalyst class is: 1.